Dataset: Forward reaction prediction with 1.9M reactions from USPTO patents (1976-2016). Task: Predict the product of the given reaction. (1) Given the reactants B(Cl)(Cl)Cl.[Br:5][C:6]1[C:15]([O:16]C)=[CH:14][CH:13]=[C:12]2[C:7]=1[CH:8]=[CH:9][C:10]([CH2:18][N:19]([CH3:34])[C:20](=[O:33])[C:21]1[CH:26]=[CH:25][C:24]([CH:27]3[CH2:32][CH2:31][CH2:30][CH2:29][CH2:28]3)=[CH:23][CH:22]=1)=[CH:11]2.C(=O)=O.CC(C)=O.O, predict the reaction product. The product is: [Br:5][C:6]1[C:15]([OH:16])=[CH:14][CH:13]=[C:12]2[C:7]=1[CH:8]=[CH:9][C:10]([CH2:18][N:19]([CH3:34])[C:20](=[O:33])[C:21]1[CH:22]=[CH:23][C:24]([CH:27]3[CH2:28][CH2:29][CH2:30][CH2:31][CH2:32]3)=[CH:25][CH:26]=1)=[CH:11]2. (2) The product is: [NH3:7].[CH3:11][OH:12].[Br:1][C:2]1[CH:3]=[C:4]2[C:8](=[C:9]([C:11]([NH:18][CH2:19][C:20]3[C:21](=[O:27])[NH:22][CH:23]=[CH:24][C:25]=3[CH3:26])=[O:13])[CH:10]=1)[N:7]([CH3:14])[CH:6]=[C:5]2[CH:15]([CH3:17])[CH3:16]. Given the reactants [Br:1][C:2]1[CH:3]=[C:4]2[C:8](=[C:9]([C:11]([OH:13])=[O:12])[CH:10]=1)[N:7]([CH3:14])[CH:6]=[C:5]2[CH:15]([CH3:17])[CH3:16].[NH2:18][CH2:19][C:20]1[C:21](=[O:27])[NH:22][CH:23]=[CH:24][C:25]=1[CH3:26].ON1C2N=CC=CC=2N=N1.C(Cl)CCl.CN1CCOCC1, predict the reaction product. (3) Given the reactants SCCCCCCCCCCCOCCOCCOCCOC1C=CC(OCC(NCCOCCOCCN[C:41](=[O:55])[CH2:42][CH2:43][CH2:44][CH2:45][CH:46]2[CH:53]3[CH:49]([NH:50][C:51](=[O:54])[NH:52]3)[CH2:48][S:47]2)=O)=CC=1.SCCCCCCCCCCC[O:70]CCOCCOCCO, predict the reaction product. The product is: [OH:70][C:41]([CH2:42][CH2:43][CH2:44][CH2:45][C@H:46]1[C@@H:53]2[C@@H:49]([NH:50][C:51]([NH:52]2)=[O:54])[CH2:48][S:47]1)=[O:55].